This data is from Full USPTO retrosynthesis dataset with 1.9M reactions from patents (1976-2016). The task is: Predict the reactants needed to synthesize the given product. (1) Given the product [Br:1][C:2]1[CH:3]=[C:4]([CH:8]=[CH:9][C:10]=1[O:11][C:12]1[CH:17]=[CH:16][C:15]([Cl:18])=[CH:14][CH:13]=1)[C:5]([NH:23][S:20]([CH3:19])(=[O:22])=[O:21])=[O:6], predict the reactants needed to synthesize it. The reactants are: [Br:1][C:2]1[CH:3]=[C:4]([CH:8]=[CH:9][C:10]=1[O:11][C:12]1[CH:17]=[CH:16][C:15]([Cl:18])=[CH:14][CH:13]=1)[C:5](O)=[O:6].[CH3:19][S:20]([NH2:23])(=[O:22])=[O:21].CCN=C=NCCCN(C)C. (2) Given the product [Br:1][C:2]1[CH:3]=[CH:4][C:5]([C@@H:8]([NH:10][C:11](=[O:24])[CH2:12][CH:13]([C:18]2[CH:19]=[CH:20][CH:21]=[CH:22][CH:23]=2)[CH2:14][CH2:15][OH:16])[CH3:9])=[CH:6][CH:7]=1, predict the reactants needed to synthesize it. The reactants are: [Br:1][C:2]1[CH:7]=[CH:6][C:5]([C@@H:8]([NH:10][C:11](=[O:24])[CH2:12][CH:13]([C:18]2[CH:23]=[CH:22][CH:21]=[CH:20][CH:19]=2)[CH2:14][C:15](O)=[O:16])[CH3:9])=[CH:4][CH:3]=1.B. (3) Given the product [CH3:1][O:2][C:3]1[CH:38]=[C:37]([O:39][CH3:40])[CH:36]=[CH:35][C:4]=1[CH2:5][N:6]1[C:10]2[N:11]=[C:12]([C:15]3[C:23]4[C:18](=[N:19][CH:20]=[C:21]([F:24])[CH:22]=4)[N:17]([CH2:25][C:26]4[CH:31]=[CH:30][CH:29]=[CH:28][C:27]=4[F:32])[N:16]=3)[N:13]=[CH:14][C:9]=2[N:8]([CH3:41])[S:7]1(=[O:34])=[O:33], predict the reactants needed to synthesize it. The reactants are: [CH3:1][O:2][C:3]1[CH:38]=[C:37]([O:39][CH3:40])[CH:36]=[CH:35][C:4]=1[CH2:5][N:6]1[C:10]2[N:11]=[C:12]([C:15]3[C:23]4[C:18](=[N:19][CH:20]=[C:21]([F:24])[CH:22]=4)[N:17]([CH2:25][C:26]4[CH:31]=[CH:30][CH:29]=[CH:28][C:27]=4[F:32])[N:16]=3)[N:13]=[CH:14][C:9]=2[NH:8][S:7]1(=[O:34])=[O:33].[C:41](=O)([O-])[O-].[Cs+].[Cs+].IC. (4) The reactants are: CO[C:3](=O)[N:4]([C@H:14]1[CH2:19][CH2:18][C@H:17]([C:20]2[CH:25]=[CH:24][C:23]([OH:26])=[CH:22][CH:21]=2)[CH2:16][CH2:15]1)[CH2:5][CH2:6][CH2:7][C:8]1[CH:13]=[CH:12][CH:11]=[CH:10][CH:9]=1.[H-].[H-].[H-].[H-].[Li+].[Al+3]. Given the product [CH3:3][N:4]([CH2:5][CH2:6][CH2:7][C:8]1[CH:13]=[CH:12][CH:11]=[CH:10][CH:9]=1)[C@H:14]1[CH2:19][CH2:18][C@H:17]([C:20]2[CH:21]=[CH:22][C:23]([OH:26])=[CH:24][CH:25]=2)[CH2:16][CH2:15]1, predict the reactants needed to synthesize it. (5) Given the product [CH3:15][O:16][C:17](=[O:31])[CH2:18][CH2:19][C:20]1[CH:25]=[C:24]([CH:7]([C:8]2[CH:13]=[CH:12][CH:11]=[CH:10][CH:9]=2)[N:1]2[CH2:6][CH2:5][CH2:4][CH2:3][CH2:2]2)[C:23]([OH:26])=[C:22]([C:27]([CH3:28])([CH3:30])[CH3:29])[CH:21]=1, predict the reactants needed to synthesize it. The reactants are: [NH:1]1[CH2:6][CH2:5][CH2:4][CH2:3][CH2:2]1.[CH:7](=O)[C:8]1[CH:13]=[CH:12][CH:11]=[CH:10][CH:9]=1.[CH3:15][O:16][C:17](=[O:31])[CH2:18][CH2:19][C:20]1[CH:25]=[CH:24][C:23]([OH:26])=[C:22]([C:27]([CH3:30])([CH3:29])[CH3:28])[CH:21]=1. (6) Given the product [Br:12][CH2:13][CH2:14][O:1][C:2]1[CH:3]=[C:4]([CH:9]=[CH:10][CH:11]=1)[C:5]([O:7][CH3:8])=[O:6], predict the reactants needed to synthesize it. The reactants are: [OH:1][C:2]1[CH:3]=[C:4]([CH:9]=[CH:10][CH:11]=1)[C:5]([O:7][CH3:8])=[O:6].[Br:12][CH2:13][CH2:14]Br.C(=O)([O-])[O-].[K+].[K+]. (7) The reactants are: C[O:2][C:3]([C:5]1[CH:24]=[CH:23][C:8]2[NH:9][C:10]([CH2:12][O:13][C:14]3[CH:19]=[CH:18][C:17]([N+:20]([O-:22])=[O:21])=[CH:16][CH:15]=3)=[N:11][C:7]=2[CH:6]=1)=[O:4].Cl.C(=O)(O)[O-].[Na+]. Given the product [N+:20]([C:17]1[CH:16]=[CH:15][C:14]([O:13][CH2:12][C:10]2[NH:9][C:8]3[CH:23]=[CH:24][C:5]([C:3]([OH:4])=[O:2])=[CH:6][C:7]=3[N:11]=2)=[CH:19][CH:18]=1)([O-:22])=[O:21], predict the reactants needed to synthesize it.